Predict the reactants needed to synthesize the given product. From a dataset of Full USPTO retrosynthesis dataset with 1.9M reactions from patents (1976-2016). (1) Given the product [Br:1][CH2:2][CH2:3][CH2:4][CH2:5][CH2:6][CH2:7][CH2:8][CH2:9][CH2:10][CH2:11][C:12]([O:14][CH2:15][CH3:16])=[O:13], predict the reactants needed to synthesize it. The reactants are: [Br:1][CH2:2][CH2:3][CH2:4][CH2:5][CH2:6][CH2:7][CH2:8][CH2:9][CH2:10][CH2:11][C:12]([OH:14])=[O:13].[CH2:15](O)[CH3:16].C(Cl)(Cl)Cl. (2) Given the product [OH:54][C:45]1[C:44]([NH:43][C:10]([C:2]2[NH:1][C:9]3[C:4]([CH:3]=2)=[CH:5][CH:6]=[CH:7][CH:8]=3)=[O:12])=[CH:53][CH:52]=[CH:51][C:46]=1[C:47]([O:49][CH3:50])=[O:48], predict the reactants needed to synthesize it. The reactants are: [NH:1]1[C:9]2[C:4](=[CH:5][CH:6]=[CH:7][CH:8]=2)[CH:3]=[C:2]1[C:10]([OH:12])=O.C1C=CC2N(O)N=NC=2C=1.CCN(C(C)C)C(C)C.CCN=C=NCCCN(C)C.[NH2:43][C:44]1[C:45]([OH:54])=[C:46]([CH:51]=[CH:52][CH:53]=1)[C:47]([O:49][CH3:50])=[O:48].Cl. (3) Given the product [S:39]1[CH:40]=[CH:41][CH:42]=[C:38]1[CH2:37][NH:36][C:34]([C:33]1[C:24]([S:23][CH2:8][CH2:9][S:10]([C:13]2[CH:18]=[CH:17][CH:16]=[C:15]([C:19]([F:22])([F:21])[F:20])[CH:14]=2)(=[O:12])=[O:11])=[N:25][C:26]2[C:31]([CH:32]=1)=[CH:30][CH:29]=[CH:28][CH:27]=2)=[O:35], predict the reactants needed to synthesize it. The reactants are: C([O-])([O-])=O.[K+].[K+].Cl[CH2:8][CH2:9][S:10]([C:13]1[CH:18]=[CH:17][CH:16]=[C:15]([C:19]([F:22])([F:21])[F:20])[CH:14]=1)(=[O:12])=[O:11].[SH:23][C:24]1[C:33]([C:34]([NH:36][CH2:37][C:38]2[S:39][CH:40]=[CH:41][CH:42]=2)=[O:35])=[CH:32][C:31]2[C:26](=[CH:27][CH:28]=[CH:29][CH:30]=2)[N:25]=1.C(Cl)Cl. (4) Given the product [CH2:14]([N:21]1[C:25]2[C:26]([Cl:31])=[N:27][N:28]([CH3:29])[C:1](=[O:4])[C:24]=2[N:23]=[CH:22]1)[C:15]1[CH:16]=[CH:17][CH:18]=[CH:19][CH:20]=1, predict the reactants needed to synthesize it. The reactants are: [C:1](=[O:4])([O-])[O-].[K+].[K+].CI.CN(C)C=O.[CH2:14]([N:21]1[C:25]2[C:26]([Cl:31])=[N:27][NH:28][C:29](=O)[C:24]=2[N:23]=[CH:22]1)[C:15]1[CH:20]=[CH:19][CH:18]=[CH:17][CH:16]=1. (5) The reactants are: Br[C:2]1[C:10]2[O:9][C:8]([C:11]3[CH:16]=[CH:15][C:14]([O:17]C)=[CH:13][CH:12]=3)=[N:7][C:6]=2[CH:5]=[C:4]([O:19]C)[CH:3]=1.Br[Zn][CH:23]1[CH2:27][CH2:26][CH2:25][CH2:24]1. Given the product [CH:23]1([C:2]2[C:10]3[O:9][C:8]([C:11]4[CH:12]=[CH:13][C:14]([OH:17])=[CH:15][CH:16]=4)=[N:7][C:6]=3[CH:5]=[C:4]([OH:19])[CH:3]=2)[CH2:27][CH2:26][CH2:25][CH2:24]1, predict the reactants needed to synthesize it. (6) Given the product [Br:7][C:8]1[C:18]([O:19][CH2:26][C:25]([N:24]([CH2:29][CH2:30][CH3:31])[CH2:21][CH2:22][CH3:23])=[O:28])=[C:17]([Br:20])[CH:16]=[CH:15][C:9]=1[C:10]([O:12][CH2:13][CH3:14])=[O:11], predict the reactants needed to synthesize it. The reactants are: C([O-])([O-])=O.[K+].[K+].[Br:7][C:8]1[C:18]([OH:19])=[C:17]([Br:20])[CH:16]=[CH:15][C:9]=1[C:10]([O:12][CH2:13][CH3:14])=[O:11].[CH2:21]([N:24]([CH2:29][CH2:30][CH3:31])[C:25](=[O:28])[CH2:26]Cl)[CH2:22][CH3:23].O. (7) The reactants are: C([N:4]1[C:12]2[C:7](=[CH:8][CH:9]=[C:10]([F:13])[CH:11]=2)/[C:6](=[C:14](\[OH:28])/[C:15]2[CH:20]=[CH:19][C:18]([CH2:21][CH2:22][C:23]([O:25][CH2:26][CH3:27])=[O:24])=[CH:17][CH:16]=2)/[C:5]1=[O:29])(=O)C.C[O-].[Na+].Cl. Given the product [F:13][C:10]1[CH:11]=[C:12]2[C:7](/[C:6](=[C:14](\[OH:28])/[C:15]3[CH:20]=[CH:19][C:18]([CH2:21][CH2:22][C:23]([O:25][CH2:26][CH3:27])=[O:24])=[CH:17][CH:16]=3)/[C:5](=[O:29])[NH:4]2)=[CH:8][CH:9]=1, predict the reactants needed to synthesize it. (8) The reactants are: Cl[C:2]1[C:7]2[N:8]=[CH:9][NH:10][C:6]=2[CH:5]=[CH:4][N:3]=1.O.[NH2:12][NH2:13]. Given the product [NH:12]([C:2]1[C:7]2[N:8]=[CH:9][NH:10][C:6]=2[CH:5]=[CH:4][N:3]=1)[NH2:13], predict the reactants needed to synthesize it. (9) The reactants are: [CH3:1][O:2][N:3]=[CH:4][C:5]1[CH:6]=[C:7]2[C:15](=[CH:16][CH:17]=1)[NH:14][C:13]1[CH2:12][CH2:11][CH:10]([NH:18][C:19]([CH:21]3[CH2:23][CH2:22]3)=[O:20])[CH2:9][C:8]2=1.Br[CH2:25][C:26]1[CH:31]=[CH:30][CH:29]=[C:28](F)[N:27]=1. Given the product [CH3:1][O:2][N:3]=[CH:4][C:5]1[CH:6]=[C:7]2[C:15](=[CH:16][CH:17]=1)[N:14]([CH2:25][C:26]1[CH:31]=[CH:30][CH:29]=[CH:28][N:27]=1)[C:13]1[CH2:12][CH2:11][C@@H:10]([NH:18][C:19]([CH:21]3[CH2:23][CH2:22]3)=[O:20])[CH2:9][C:8]2=1, predict the reactants needed to synthesize it. (10) The reactants are: [NH2:1][N:2]1[N:11]=[C:10]([CH:12]2[CH2:15][CH2:14][CH2:13]2)[C:9]2[C:4](=[CH:5][CH:6]=[CH:7][CH:8]=2)[C:3]1=[O:16].[Cl:17][C:18]1[CH:23]=[CH:22][C:21]([CH2:24][C:25](O)=[O:26])=[CH:20][CH:19]=1. Given the product [Cl:17][C:18]1[CH:23]=[CH:22][C:21]([CH2:24][C:25]([NH:1][N:2]2[N:11]=[C:10]([CH:12]3[CH2:15][CH2:14][CH2:13]3)[C:9]3[C:4](=[CH:5][CH:6]=[CH:7][CH:8]=3)[C:3]2=[O:16])=[O:26])=[CH:20][CH:19]=1, predict the reactants needed to synthesize it.